The task is: Predict the reactants needed to synthesize the given product.. This data is from Full USPTO retrosynthesis dataset with 1.9M reactions from patents (1976-2016). Given the product [CH:1]1([C:5]2[S:6][C:7]3[N:8]=[CH:9][N:10]=[C:11]([NH:24][C:20]4[CH:19]=[C:18]5[C:23](=[CH:22][CH:21]=4)[NH:15][N:16]=[CH:17]5)[C:12]=3[N:13]=2)[CH2:4][CH2:3][CH2:2]1, predict the reactants needed to synthesize it. The reactants are: [CH:1]1([C:5]2[S:6][C:7]3[N:8]=[CH:9][N:10]=[C:11](O)[C:12]=3[N:13]=2)[CH2:4][CH2:3][CH2:2]1.[NH:15]1[C:23]2[C:18](=[CH:19][C:20]([NH2:24])=[CH:21][CH:22]=2)[CH:17]=[N:16]1.